This data is from Reaction yield outcomes from USPTO patents with 853,638 reactions. The task is: Predict the reaction yield, written as a fraction of the theoretical maximum amount of product (1.0 means a 100% yield; for example, 0.34 means a 34% yield). (1) The reactants are [Cl:1][C:2]1[N:7]=[CH:6][C:5]([N:8](C)[C:9](=O)OC(C)(C)C)=[C:4]([I:17])[CH:3]=1.C(O)(C(F)(F)F)=O. The catalyst is C(Cl)Cl. The product is [Cl:1][C:2]1[N:7]=[CH:6][C:5]([NH:8][CH3:9])=[C:4]([I:17])[CH:3]=1. The yield is 0.973. (2) The reactants are [N:1]1[CH:2]=[CH:3][N:4]2[C:9]=1[CH:8]=[CH:7][C:6]([O:10][C:11]1[CH:12]=[C:13]([CH:18]=[CH:19][CH:20]=1)[C:14]([O:16]C)=[O:15])=[N:5]2.[OH-].[Na+].Cl. The catalyst is CO. The product is [N:1]1[CH:2]=[CH:3][N:4]2[C:9]=1[CH:8]=[CH:7][C:6]([O:10][C:11]1[CH:12]=[C:13]([CH:18]=[CH:19][CH:20]=1)[C:14]([OH:16])=[O:15])=[N:5]2. The yield is 0.660. (3) The yield is 0.600. No catalyst specified. The reactants are [N+:1]([C:4]1[CH:5]=[CH:6][C:7]2[O:12][C@@:11]([CH3:18])([CH:13]([O:16][CH3:17])[O:14][CH3:15])[C@@H:10]3[O:19][C@@H:9]3[C:8]=2[CH:20]=1)([O-:3])=[O:2].[Br:21][C:22]1[CH:27]=[CH:26][C:25]([NH:28][CH2:29][C:30]2[NH:31][CH:32]=[CH:33][N:34]=2)=[CH:24][CH:23]=1. The product is [N+:1]([C:4]1[CH:5]=[CH:6][C:7]2[O:12][C@@:11]([CH3:18])([CH:13]([O:16][CH3:17])[O:14][CH3:15])[C@H:10]([OH:19])[C@@H:9]([N:28]([C:25]3[CH:26]=[CH:27][C:22]([Br:21])=[CH:23][CH:24]=3)[CH2:29][C:30]3[NH:31][CH:32]=[CH:33][N:34]=3)[C:8]=2[CH:20]=1)([O-:3])=[O:2]. (4) The reactants are [N:1]1[C:10]2[C:5](=[CH:6][CH:7]=[CH:8][CH:9]=2)[N:4]=[CH:3][C:2]=1[C:11](Cl)=[O:12].C(N(C(C)C)CC)(C)C.[NH2:23][C:24]1[CH:39]=[CH:38][C:37]([Cl:40])=[CH:36][C:25]=1[C:26]([NH:28][CH2:29][CH:30]1[CH2:35][CH2:34][CH2:33][CH2:32][CH2:31]1)=[O:27]. The catalyst is C(Cl)Cl.CN(C=O)C. The product is [Cl:40][C:37]1[CH:38]=[CH:39][C:24]([NH:23][C:11]([C:2]2[CH:3]=[N:4][C:5]3[C:10](=[CH:9][CH:8]=[CH:7][CH:6]=3)[N:1]=2)=[O:12])=[C:25]([C:26]([NH:28][CH2:29][CH:30]2[CH2:35][CH2:34][CH2:33][CH2:32][CH2:31]2)=[O:27])[CH:36]=1. The yield is 0.500. (5) The reactants are [CH3:1][O:2][C:3](=[O:26])[CH2:4][C:5]1[C:14]([C:15]#[C:16][Si](C)(C)C)=[C:13]([O:21][C:22](=[O:24])[CH3:23])[C:12]2[C:7](=[CH:8][CH:9]=[C:10]([F:25])[CH:11]=2)[CH:6]=1.[F-].[K+]. The catalyst is CN(C)C=O.O. The product is [CH3:1][O:2][C:3](=[O:26])[CH2:4][C:5]1[C:14]([C:15]#[CH:16])=[C:13]([O:21][C:22](=[O:24])[CH3:23])[C:12]2[C:7](=[CH:8][CH:9]=[C:10]([F:25])[CH:11]=2)[CH:6]=1. The yield is 0.950. (6) The reactants are [CH3:1][C:2]1[CH:3]=[C:4]([C:8]2[CH:13]=[CH:12][C:11]([C:14]([OH:16])=O)=[CH:10][CH:9]=2)[CH:5]=[CH:6][CH:7]=1.[CH:17]1[CH:18]=[CH:19][N:20]2[CH2:26][C:25]3[CH:27]=[CH:28][CH:29]=[CH:30][C:24]=3[NH:23][CH2:22][C:21]=12.C(N(CC)C(C)C)(C)C. The catalyst is S(Cl)(Cl)=O.ClCCl. The product is [CH:17]1[CH:18]=[CH:19][N:20]2[CH2:26][C:25]3[CH:27]=[CH:28][CH:29]=[CH:30][C:24]=3[N:23]([C:14]([C:11]3[CH:10]=[CH:9][C:8]([C:4]4[CH:5]=[CH:6][CH:7]=[C:2]([CH3:1])[CH:3]=4)=[CH:13][CH:12]=3)=[O:16])[CH2:22][C:21]=12. The yield is 0.828. (7) The reactants are [CH3:1][C:2]1[N:3]=[C:4]([NH2:7])[S:5][CH:6]=1.[CH3:8][O:9][CH2:10][CH2:11][Br:12]. No catalyst specified. The product is [BrH:12].[CH3:8][O:9][CH2:10][CH2:11][N:3]1[C:2]([CH3:1])=[CH:6][S:5][C:4]1=[NH:7]. The yield is 0.340.